Regression. Given a peptide amino acid sequence and an MHC pseudo amino acid sequence, predict their binding affinity value. This is MHC class II binding data. From a dataset of Peptide-MHC class II binding affinity with 134,281 pairs from IEDB. (1) The peptide sequence is FDPYGKTISATPESA. The MHC is HLA-DPA10201-DPB10501 with pseudo-sequence HLA-DPA10201-DPB10501. The binding affinity (normalized) is 0.180. (2) The peptide sequence is DTFRKLFRDYSNFLR. The MHC is DRB1_1501 with pseudo-sequence DRB1_1501. The binding affinity (normalized) is 0.637. (3) The peptide sequence is MVGTILEMLGHRLDD. The MHC is DRB1_0701 with pseudo-sequence DRB1_0701. The binding affinity (normalized) is 0.639. (4) The peptide sequence is GELQIVDNIDAAFKI. The MHC is DRB1_0802 with pseudo-sequence DRB1_0802. The binding affinity (normalized) is 0.446.